This data is from Forward reaction prediction with 1.9M reactions from USPTO patents (1976-2016). The task is: Predict the product of the given reaction. The product is: [Br:2][C:3]1[CH:4]=[C:5]([CH3:11])[C:6]2[NH:9][C:17]3[CH2:16][CH:15]4[NH:21][CH:20]([C:19]=3[C:7]=2[C:8]=1[C:23]([O:25][C:26]([CH3:29])([CH3:28])[CH3:27])=[O:24])[CH2:13][CH2:14]4. Given the reactants Cl.[Br:2][C:3]1[CH:8]=[CH:7][C:6]([NH:9]N)=[C:5]([CH3:11])[CH:4]=1.Cl.[CH2:13]1[CH:20]2[NH:21][CH:15]([CH2:16][C:17]([CH2:19]2)=O)[CH2:14]1.Cl.[C:23](O[C:23]([O:25][C:26]([CH3:29])([CH3:28])[CH3:27])=[O:24])([O:25][C:26]([CH3:29])([CH3:28])[CH3:27])=[O:24].C(N(CC)CC)C, predict the reaction product.